Dataset: Full USPTO retrosynthesis dataset with 1.9M reactions from patents (1976-2016). Task: Predict the reactants needed to synthesize the given product. (1) Given the product [CH2:58]([O:65][C@H:64]1[C@H:66]([O:67][CH2:17][C:15]2[CH:18]=[CH:11][CH:9]=[CH:8][CH:7]=2)[C@@H:68]([CH2:69][O:70][CH2:18][C:15]2[CH:7]=[CH:8][CH:9]=[CH:11][CH:17]=2)[O:61][C@H:62]([O:38][S:39]([C:42]2[CH:43]=[CH:44][C:45]([CH3:48])=[CH:46][CH:47]=2)(=[O:40])=[O:41])[CH2:63]1)[C:57]1[CH:59]=[CH:60][CH:54]=[CH:55][CH:56]=1, predict the reactants needed to synthesize it. The reactants are: C(C1N=[C:9]([C:11](C)(C)C)[CH:8]=[C:7]([C:15]([CH3:18])([CH3:17])C)N=1)(C)(C)C.C[Si](C)(C)N[Si](C)(C)C.[K].C1(C)C=CC(S([O:38][S:39]([C:42]2[CH:47]=[CH:46][C:45]([CH3:48])=[CH:44][CH:43]=2)(=[O:41])=[O:40])(=O)=O)=CC=1.S([C:54]1[CH:60]=[CH:59][C:57]([CH3:58])=[CH:56][CH:55]=1)([O-])(=O)=O.[O:61]1[C@H:68]([CH2:69][OH:70])[C@@H:66]([OH:67])[C@H:64]([OH:65])[CH:63]=[CH:62]1. (2) Given the product [S:3]1[CH:4]=[CH:5][N:6]=[C:2]1[C:12]1[CH:13]=[CH:14][C:9]([CH:7]=[O:8])=[CH:10][CH:11]=1, predict the reactants needed to synthesize it. The reactants are: Br[C:2]1[S:3][CH:4]=[CH:5][N:6]=1.[CH:7]([C:9]1[CH:14]=[CH:13][C:12](B(O)O)=[CH:11][CH:10]=1)=[O:8].C([O-])([O-])=O.[Na+].[Na+].C1(C)C=CC=CC=1.